Dataset: Full USPTO retrosynthesis dataset with 1.9M reactions from patents (1976-2016). Task: Predict the reactants needed to synthesize the given product. Given the product [NH:6]1[C:5]2[CH:9]=[CH:10][C:2]([NH:1][C:12]([NH:11][C:14]3[CH:19]=[CH:18][C:17]([I:20])=[CH:16][CH:15]=3)=[S:13])=[CH:3][C:4]=2[N:8]=[CH:7]1, predict the reactants needed to synthesize it. The reactants are: [NH2:1][C:2]1[CH:10]=[CH:9][C:5]2[NH:6][CH:7]=[N:8][C:4]=2[CH:3]=1.[N:11]([C:14]1[CH:19]=[CH:18][C:17]([I:20])=[CH:16][CH:15]=1)=[C:12]=[S:13].